Predict the reactants needed to synthesize the given product. From a dataset of Full USPTO retrosynthesis dataset with 1.9M reactions from patents (1976-2016). (1) Given the product [F:1][C:2]1[C:3]([NH:11][C:12]2[CH:17]=[CH:16][C:15]([I:18])=[CH:14][C:13]=2[F:19])=[C:4]([CH:9]([OH:28])[CH3:10])[CH:5]=[CH:6][C:7]=1[F:8], predict the reactants needed to synthesize it. The reactants are: [F:1][C:2]1[C:7]([F:8])=[CH:6][CH:5]=[C:4]([CH:9]=[CH2:10])[C:3]=1[NH:11][C:12]1[CH:17]=[CH:16][C:15]([I:18])=[CH:14][C:13]=1[F:19].CCCCCC.C(OCC)(=[O:28])C. (2) Given the product [CH:1]1([N:7]2[CH2:8][CH2:9][N:10]([C:13]3[CH:18]=[CH:17][C:16]([C:19]4[S:23][C:22]([C:24]5[CH:25]=[CH:26][C:27]([CH:28]=[O:29])=[CH:34][CH:35]=5)=[N:21][N:20]=4)=[CH:15][CH:14]=3)[CH2:11][CH2:12]2)[CH2:6][CH2:5][CH2:4][CH2:3][CH2:2]1, predict the reactants needed to synthesize it. The reactants are: [CH:1]1([N:7]2[CH2:12][CH2:11][N:10]([C:13]3[CH:18]=[CH:17][C:16]([C:19]4[S:23][C:22]([C:24]5[CH:35]=[CH:34][C:27]([C:28](N(OC)C)=[O:29])=[CH:26][CH:25]=5)=[N:21][N:20]=4)=[CH:15][CH:14]=3)[CH2:9][CH2:8]2)[CH2:6][CH2:5][CH2:4][CH2:3][CH2:2]1.[H-].[Al+3].[Li+].[H-].[H-].[H-].[F-].[Na+].O. (3) Given the product [CH3:31][C@@H:11]1[C@@H:12]2[C@@H:8]([CH2:7][C:6](=[O:5])[C@@H:14]([CH3:15])[C@@H:13]2[C:16]([N:17]([C:24]2[CH:25]=[CH:26][CH:27]=[CH:28][CH:29]=2)[C:18]2[CH:23]=[CH:22][CH:21]=[CH:20][CH:19]=2)=[O:30])[C:9](=[O:32])[O:10]1, predict the reactants needed to synthesize it. The reactants are: Cl.C([O:5][C:6]1[C@@H:14]([CH3:15])[C@H:13]([C:16](=[O:30])[N:17]([C:24]2[CH:29]=[CH:28][CH:27]=[CH:26][CH:25]=2)[C:18]2[CH:23]=[CH:22][CH:21]=[CH:20][CH:19]=2)[C@H:12]2[C@H:8]([C:9](=[O:32])[O:10][C@@H:11]2[CH3:31])[CH:7]=1)(=O)C.C(OCC)(=O)C. (4) Given the product [F:19][C:20]1[CH:25]=[CH:24][C:23]([S:26][CH:11]2[CH2:10][CH2:9][N:8]([C:6]([O:5][C:1]([CH3:2])([CH3:3])[CH3:4])=[O:7])[CH2:13][CH2:12]2)=[CH:22][CH:21]=1, predict the reactants needed to synthesize it. The reactants are: [C:1]([O:5][C:6]([N:8]1[CH2:13][CH2:12][CH:11](OS(C)(=O)=O)[CH2:10][CH2:9]1)=[O:7])([CH3:4])([CH3:3])[CH3:2].[F:19][C:20]1[CH:25]=[CH:24][C:23]([SH:26])=[CH:22][CH:21]=1.C(=O)([O-])[O-].[K+].[K+].